Dataset: Reaction yield outcomes from USPTO patents with 853,638 reactions. Task: Predict the reaction yield, written as a fraction of the theoretical maximum amount of product (1.0 means a 100% yield; for example, 0.34 means a 34% yield). (1) The reactants are [OH:1][C@H:2]1[CH2:7][CH2:6][C@H:5]2[C@H:8]3[C@H:18]([CH2:19][CH2:20][C@:3]12[CH3:4])[C@:16]1([CH3:17])[C:11](=[CH:12][C:13](=[O:21])[CH2:14][CH2:15]1)[C:10](=[CH2:22])[CH2:9]3.ClC1C(=O)C(C#N)=C(C#N)C(=O)C=1Cl.C(O)(=O)C1C=CC=CC=1. The catalyst is C1C=CC=CC=1. The product is [OH:1][C@H:2]1[CH2:7][CH2:6][C@H:5]2[C@H:8]3[C@H:18]([CH2:19][CH2:20][C@:3]12[CH3:4])[C@:16]1([CH3:17])[C:11](=[CH:12][C:13](=[O:21])[CH:14]=[CH:15]1)[C:10](=[CH2:22])[CH2:9]3. The yield is 0.140. (2) The reactants are C([O:3][C:4](=[O:33])[C:5]([O:8][C:9]1[CH:14]=[CH:13][C:12]([CH2:15][CH2:16][CH2:17][C:18]2[NH:22][C:21](=[O:23])[N:20]([CH2:24][C:25]3[CH:30]=[CH:29][CH:28]=[C:27]([O:31][CH3:32])[CH:26]=3)[N:19]=2)=[CH:11][CH:10]=1)([CH3:7])[CH3:6])C.[OH-].[Na+].Cl. The catalyst is C(O)C.O. The product is [CH3:32][O:31][C:27]1[CH:26]=[C:25]([CH:30]=[CH:29][CH:28]=1)[CH2:24][N:20]1[C:21](=[O:23])[NH:22][C:18]([CH2:17][CH2:16][CH2:15][C:12]2[CH:11]=[CH:10][C:9]([O:8][C:5]([CH3:7])([CH3:6])[C:4]([OH:33])=[O:3])=[CH:14][CH:13]=2)=[N:19]1. The yield is 0.970. (3) The reactants are [Na].[CH2:2]([O:4][C:5](=[O:9])[CH2:6][C:7]#[N:8])[CH3:3].Br.Br[CH2:12][C:13]([C:15]1[CH:20]=[CH:19][N:18]=[CH:17][CH:16]=1)=[O:14].CCN(C(C)C)C(C)C. The catalyst is CCO.C1COCC1. The product is [CH2:2]([O:4][C:5](=[O:9])[CH:6]([C:7]#[N:8])[CH2:12][C:13](=[O:14])[C:15]1[CH:20]=[CH:19][N:18]=[CH:17][CH:16]=1)[CH3:3]. The yield is 0.870. (4) The reactants are [F:1][C:2]([C:5]1[CH:9]=[C:8]([NH:10][C:11](=[O:19])OC2C=CC=CC=2)[N:7]([C:20]2[CH:21]=[N:22][CH:23]=[CH:24][CH:25]=2)[N:6]=1)([F:4])[CH3:3].[CH3:26][O:27][C:28]1[CH:29]=[C:30]2[C:35](=[CH:36][C:37]=1[O:38][CH3:39])[N:34]=[CH:33][N:32]=[C:31]2[O:40][C:41]1[CH:42]=[C:43]([CH:45]=[CH:46][CH:47]=1)[NH2:44]. No catalyst specified. The product is [F:4][C:2]([C:5]1[CH:9]=[C:8]([NH:10][C:11]([NH:44][C:43]2[CH:45]=[CH:46][CH:47]=[C:41]([O:40][C:31]3[C:30]4[C:35](=[CH:36][C:37]([O:38][CH3:39])=[C:28]([O:27][CH3:26])[CH:29]=4)[N:34]=[CH:33][N:32]=3)[CH:42]=2)=[O:19])[N:7]([C:20]2[CH:21]=[N:22][CH:23]=[CH:24][CH:25]=2)[N:6]=1)([F:1])[CH3:3]. The yield is 0.630. (5) The reactants are [I:1]N1C(=O)CCC1=O.[CH2:9]([O:16][C:17]1[CH:22]=[CH:21][N:20]([CH2:23][CH:24]2[CH2:26][CH2:25]2)[C:19](=[O:27])[CH:18]=1)[C:10]1[CH:15]=[CH:14][CH:13]=[CH:12][CH:11]=1. The catalyst is C(O)(=O)C. The product is [CH2:9]([O:16][C:17]1[CH:22]=[CH:21][N:20]([CH2:23][CH:24]2[CH2:25][CH2:26]2)[C:19](=[O:27])[C:18]=1[I:1])[C:10]1[CH:11]=[CH:12][CH:13]=[CH:14][CH:15]=1. The yield is 0.920.